Task: Predict the reaction yield, written as a fraction of the theoretical maximum amount of product (1.0 means a 100% yield; for example, 0.34 means a 34% yield).. Dataset: Reaction yield outcomes from USPTO patents with 853,638 reactions (1) The reactants are C(OC[N:10]1[C:14]2[CH:15]=[N:16][NH:17][C:18](=[O:19])[C:13]=2[C:12]([CH2:20][C:21]2[CH:26]=[CH:25][CH:24]=[CH:23][C:22]=2[F:27])=[C:11]1[C:28]1[CH:33]=[CH:32][C:31]([O:34][CH:35]([F:37])[F:36])=[C:30]([O:38][CH:39]2[CH2:41][CH2:40]2)[CH:29]=1)C1C=CC=CC=1.Cl.[H][H]. The catalyst is [Pd].C(O)C. The product is [CH:39]1([O:38][C:30]2[CH:29]=[C:28]([C:11]3[NH:10][C:14]4[CH:15]=[N:16][NH:17][C:18](=[O:19])[C:13]=4[C:12]=3[CH2:20][C:21]3[CH:26]=[CH:25][CH:24]=[CH:23][C:22]=3[F:27])[CH:33]=[CH:32][C:31]=2[O:34][CH:35]([F:37])[F:36])[CH2:41][CH2:40]1. The yield is 0.890. (2) The reactants are [C:1]([O:5][C:6]([N:8]1[CH2:13][CH2:12][CH:11]([N:14]2[C@H:18]([C:19]3[CH:24]=[CH:23][CH:22]=[CH:21][CH:20]=3)[CH2:17][NH:16][C:15]2=[O:25])[CH2:10][CH2:9]1)=[O:7])([CH3:4])([CH3:3])[CH3:2].[H-].[Na+].[C:28](Cl)(=[O:30])[CH3:29]. The catalyst is C1COCC1. The product is [C:1]([O:5][C:6]([N:8]1[CH2:9][CH2:10][CH:11]([N:14]2[C@H:18]([C:19]3[CH:20]=[CH:21][CH:22]=[CH:23][CH:24]=3)[CH2:17][N:16]([C:28](=[O:30])[CH3:29])[C:15]2=[O:25])[CH2:12][CH2:13]1)=[O:7])([CH3:4])([CH3:2])[CH3:3]. The yield is 0.820. (3) The reactants are [F:1][CH2:2][C:3]([CH2:10][F:11])([CH3:9])[C:4](=O)[CH2:5][C:6]#[N:7].[OH-:12].[Na+].S(O)(O)(=O)=O.[NH2:19]O. The catalyst is CCO.O. The product is [F:1][CH2:2][C:3]([C:4]1[CH:5]=[C:6]([NH2:7])[O:12][N:19]=1)([CH3:9])[CH2:10][F:11]. The yield is 0.170.